Dataset: Full USPTO retrosynthesis dataset with 1.9M reactions from patents (1976-2016). Task: Predict the reactants needed to synthesize the given product. (1) Given the product [N:7]1([C:10]([O:12][C:13]2[CH:18]=[CH:17][CH:16]=[CH:15][C:14]=2[CH2:19][CH2:20][CH3:21])=[O:11])[CH:6]=[CH:5][N:24]=[CH:8]1, predict the reactants needed to synthesize it. The reactants are: O[C@@H]1[C@H:6]2[N:7]([C:10]([O:12][C:13]3[CH:18]=[CH:17][CH:16]=[CH:15][C:14]=3[CH2:19][CH2:20][CH3:21])=[O:11])[CH2:8]C[C@H:5]2OC1.C(N1C=CN=C1)([N:24]1C=CN=C1)=O.C(C1C=CC=CC=1O)CC. (2) Given the product [CH2:1]([N:8]1[CH2:15][C@:14]2([O:16][CH3:17])[CH2:13][N:12]([C:18]([O:20][C:21]([CH3:24])([CH3:23])[CH3:22])=[O:19])[CH2:11][C@@H:10]2[CH2:9]1)[C:2]1[CH:3]=[CH:4][CH:5]=[CH:6][CH:7]=1, predict the reactants needed to synthesize it. The reactants are: [CH2:1]([N:8]1[CH2:15][C@:14]2([O:16][CH3:17])[C@@H:10]([CH2:11][NH:12][CH2:13]2)[CH2:9]1)[C:2]1[CH:7]=[CH:6][CH:5]=[CH:4][CH:3]=1.[C:18](O[C:18]([O:20][C:21]([CH3:24])([CH3:23])[CH3:22])=[O:19])([O:20][C:21]([CH3:24])([CH3:23])[CH3:22])=[O:19].C(N(CC)CC)C. (3) Given the product [F:32][C:23]1[CH:22]=[C:21]([C@:11]2([NH:10][C:8](=[O:9])[C:5]3[CH:4]=[CH:3][C:2]([NH:1][S:34]([CH3:33])(=[O:36])=[O:35])=[CH:7][N:6]=3)[C:16]3=[N:17][CH:18]=[CH:19][CH:20]=[C:15]3[O:14][CH2:13][CH2:12]2)[CH:26]=[CH:25][C:24]=1[O:27][C:28]([F:31])([F:30])[F:29], predict the reactants needed to synthesize it. The reactants are: [NH2:1][C:2]1[CH:3]=[CH:4][C:5]([C:8]([NH:10][C@@:11]2([C:21]3[CH:26]=[CH:25][C:24]([O:27][C:28]([F:31])([F:30])[F:29])=[C:23]([F:32])[CH:22]=3)[C:16]3=[N:17][CH:18]=[CH:19][CH:20]=[C:15]3[O:14][CH2:13][CH2:12]2)=[O:9])=[N:6][CH:7]=1.[CH3:33][S:34](Cl)(=[O:36])=[O:35].CCN(C(C)C)C(C)C. (4) Given the product [CH3:13][C:7]1[C:8]([N+:1]([O-:4])=[O:2])=[CH:9][CH:10]=[C:11]([CH3:12])[C:6]=1[Br:5], predict the reactants needed to synthesize it. The reactants are: [N+:1]([O-:4])(O)=[O:2].[Br:5][C:6]1[C:11]([CH3:12])=[CH:10][CH:9]=[CH:8][C:7]=1[CH3:13].